Dataset: Reaction yield outcomes from USPTO patents with 853,638 reactions. Task: Predict the reaction yield, written as a fraction of the theoretical maximum amount of product (1.0 means a 100% yield; for example, 0.34 means a 34% yield). (1) The reactants are C([O:4][CH2:5][CH:6]=[CH:7][CH2:8][O:9]C(=O)C)(=O)C.[OH-:13].[Na+].[C:15]1([CH3:25])[CH:20]=[CH:19][C:18]([S:21](Cl)(=[O:23])=[O:22])=[CH:17][CH:16]=1. The catalyst is [Br-].C([N+](CCCC)(CCCC)CCCC)CCC.C1(C)C=CC=CC=1.O. The product is [C:15]1([CH3:25])[CH:20]=[CH:19][C:18]([S:21]([O:9][CH2:8]/[CH:7]=[CH:6]/[CH2:5][O:4][S:21]([C:18]2[CH:19]=[CH:20][C:15]([CH3:25])=[CH:16][CH:17]=2)(=[O:22])=[O:13])(=[O:23])=[O:22])=[CH:17][CH:16]=1. The yield is 0.510. (2) The reactants are [CH2:1]([O:8][C:9]1[CH:10]=[C:11]([C:15]2[NH:19][N:18]=[C:17]([C:20]([NH:22][CH2:23][C:24](O)=[O:25])=[O:21])[CH:16]=2)[CH:12]=[CH:13][CH:14]=1)[C:2]1[CH:7]=[CH:6][CH:5]=[CH:4][CH:3]=1.CCN(C(C)C)C(C)C.CCN=C=NCCCN(C)C.Cl.Cl.Cl.[Cl:50][C:51]1[CH:56]=[CH:55][CH:54]=[CH:53][C:52]=1[NH:57][CH:58]1[CH2:63][CH2:62][NH:61][CH2:60][CH2:59]1. The catalyst is CN(C=O)C.O. The product is [Cl:50][C:51]1[CH:56]=[CH:55][CH:54]=[CH:53][C:52]=1[NH:57][CH:58]1[CH2:63][CH2:62][N:61]([C:24](=[O:25])[CH2:23][NH:22][C:20]([C:17]2[CH:16]=[C:15]([C:11]3[CH:12]=[CH:13][CH:14]=[C:9]([O:8][CH2:1][C:2]4[CH:7]=[CH:6][CH:5]=[CH:4][CH:3]=4)[CH:10]=3)[NH:19][N:18]=2)=[O:21])[CH2:60][CH2:59]1. The yield is 0.910.